From a dataset of Forward reaction prediction with 1.9M reactions from USPTO patents (1976-2016). Predict the product of the given reaction. (1) The product is: [CH3:1][NH:2][CH:8]([C:11]1[C:12]([C:32]([F:34])([F:35])[F:33])=[N:13][N:14]([CH2:16][C:17]([NH:19][C:20]2[S:24][C:23]3[CH2:25][CH2:26][CH2:27][CH2:28][C:22]=3[C:21]=2[C:29]([NH2:31])=[O:30])=[O:18])[CH:15]=1)[CH3:9]. Given the reactants [CH3:1][NH2:2].C1COCC1.[C:8]([C:11]1[C:12]([C:32]([F:35])([F:34])[F:33])=[N:13][N:14]([CH2:16][C:17]([NH:19][C:20]2[S:24][C:23]3[CH2:25][CH2:26][CH2:27][CH2:28][C:22]=3[C:21]=2[C:29]([NH2:31])=[O:30])=[O:18])[CH:15]=1)(=O)[CH3:9].[Na], predict the reaction product. (2) Given the reactants C1C=C(Cl)C=C(C(OO)=O)C=1.[Cl:12][C:13]1[CH:18]=[CH:17][CH:16]=[C:15]([Cl:19])[C:14]=1[N:20]1[CH:31]=[CH:30][C:23]2[N:24]=[C:25](SC)[N:26]=[CH:27][C:22]=2[C:21]1=[O:32].CCN(C(C)C)C(C)C.[NH2:42][C:43]1[CH:48]=[CH:47][C:46]([N:49]2[CH2:54][CH2:53][N:52]([CH2:55][CH2:56][OH:57])[CH2:51][CH2:50]2)=[CH:45][CH:44]=1, predict the reaction product. The product is: [Cl:12][C:13]1[CH:18]=[CH:17][CH:16]=[C:15]([Cl:19])[C:14]=1[N:20]1[CH:31]=[CH:30][C:23]2[N:24]=[C:25]([NH:42][C:43]3[CH:44]=[CH:45][C:46]([N:49]4[CH2:50][CH2:51][N:52]([CH2:55][CH2:56][OH:57])[CH2:53][CH2:54]4)=[CH:47][CH:48]=3)[N:26]=[CH:27][C:22]=2[C:21]1=[O:32]. (3) The product is: [CH2:6]([N:8]([CH2:9][CH3:10])[C:3](=[O:4])[CH2:2][N:11]([S:25]([C:20]1[C:19]([CH3:29])=[CH:24][CH:23]=[CH:22][CH:21]=1)(=[O:27])=[O:26])[C:12]1[CH:17]=[CH:16][C:15]([CH3:18])=[CH:14][CH:13]=1)[CH3:7]. Given the reactants Br[CH2:2][C:3](Br)=[O:4].[CH2:6]([NH:8][CH2:9][CH3:10])[CH3:7].[NH2:11][C:12]1[CH:17]=[CH:16][C:15]([CH3:18])=[CH:14][CH:13]=1.[C:19]1([CH3:29])[C:20]([S:25](Cl)(=[O:27])=[O:26])=[CH:21][CH:22]=[CH:23][CH:24]=1, predict the reaction product. (4) Given the reactants [Br:1][C:2]1[CH:3]=[N:4][C:5]2[N:6]([N:8]=[C:9]([C:11]([OH:13])=O)[CH:10]=2)[CH:7]=1.[CH3:14][CH:15]1[NH:20][CH2:19][CH2:18][N:17]2[C:21]([C:24]3[CH:29]=[CH:28][N:27]=[CH:26][CH:25]=3)=[CH:22][CH:23]=[C:16]12, predict the reaction product. The product is: [Br:1][C:2]1[CH:3]=[N:4][C:5]2[N:6]([N:8]=[C:9]([C:11]([N:20]3[CH2:19][CH2:18][N:17]4[C:21]([C:24]5[CH:29]=[CH:28][N:27]=[CH:26][CH:25]=5)=[CH:22][CH:23]=[C:16]4[CH:15]3[CH3:14])=[O:13])[CH:10]=2)[CH:7]=1. (5) Given the reactants [CH2:1]([O:8][CH2:9][C:10]([NH:16][S:17]([C:19]([CH3:22])([CH3:21])[CH3:20])=[O:18])([CH3:15])[C:11](=[N:13][OH:14])[NH2:12])[C:2]1[CH:7]=[CH:6][CH:5]=[CH:4][CH:3]=1.C(=O)([O-])[O-].[K+].[K+].[C:29](OC(=O)C)(=O)[CH3:30], predict the reaction product. The product is: [CH2:1]([O:8][CH2:9][C:10]([NH:16][S:17]([C:19]([CH3:22])([CH3:21])[CH3:20])=[O:18])([C:11]1[N:12]=[C:29]([CH3:30])[O:14][N:13]=1)[CH3:15])[C:2]1[CH:7]=[CH:6][CH:5]=[CH:4][CH:3]=1.